This data is from Peptide-MHC class I binding affinity with 185,985 pairs from IEDB/IMGT. The task is: Regression. Given a peptide amino acid sequence and an MHC pseudo amino acid sequence, predict their binding affinity value. This is MHC class I binding data. (1) The peptide sequence is LFFTTTLFLH. The MHC is HLA-A68:01 with pseudo-sequence HLA-A68:01. The binding affinity (normalized) is 0.436. (2) The peptide sequence is FMGRIRSVY. The MHC is HLA-B08:01 with pseudo-sequence HLA-B08:01. The binding affinity (normalized) is 0.408. (3) The peptide sequence is IPEQSRCQAI. The MHC is HLA-B35:01 with pseudo-sequence HLA-B35:01. The binding affinity (normalized) is 0.422. (4) The peptide sequence is IPRLGGMAF. The MHC is HLA-A31:01 with pseudo-sequence HLA-A31:01. The binding affinity (normalized) is 0.0847. (5) The peptide sequence is GDPEVTFMW. The MHC is Mamu-A11 with pseudo-sequence Mamu-A11. The binding affinity (normalized) is 0.227.